This data is from Full USPTO retrosynthesis dataset with 1.9M reactions from patents (1976-2016). The task is: Predict the reactants needed to synthesize the given product. (1) Given the product [F:1][C:2]1[CH:3]=[CH:4][C:5]([CH2:6][N:7]2[C:11]3=[CH:12][N:13]=[C:14]([C:17]([NH:27][O:26][CH3:25])=[O:19])[C:15]([OH:16])=[C:10]3[CH:9]=[CH:8]2)=[CH:21][CH:22]=1, predict the reactants needed to synthesize it. The reactants are: [F:1][C:2]1[CH:22]=[CH:21][C:5]([CH2:6][N:7]2[C:11]3=[CH:12][N:13]=[C:14]([C:17]([O:19]C)=O)[C:15]([OH:16])=[C:10]3[CH:9]=[CH:8]2)=[CH:4][CH:3]=1.[OH-].[Na+].[CH3:25][O:26][NH2:27].C(O)(=O)C. (2) Given the product [CH3:3][C@:4]12[C@@H:13]3[CH2:14][CH2:15][C@@:16]4([O:21][C@@H:22]5[O:27][C@H:26]([CH2:28][OH:29])[C@@H:25]([OH:30])[C@H:24]([OH:31])[C@H:23]5[O:32][C@@H:33]5[O:38][C@H:37]([CH2:39][OH:40])[C@@H:36]([OH:41])[C@H:35]([O:42][C@@H:43]6[O:48][C@H:47]([CH2:49][OH:50])[C@@H:46]([OH:51])[C@H:45]([OH:52])[C@H:44]6[OH:53])[C@H:34]5[OH:54])[C:18]([CH2:20][C@@:12]3([CH2:17]4)[CH2:11][CH2:10][C@@H:9]1[C@@:8]([C:56]([O:58][C@@H:59]1[O:64][C@H:63]([CH2:65][OH:66])[C@@H:62]([OH:67])[C@H:61]([OH:68])[C@H:60]1[OH:69])=[O:57])([CH3:55])[CH2:7][CH2:6][CH2:5]2)=[CH2:19].[CH2:39]([OH:40])[C@H:37]1[O:38][C@H:33]([O:32][C@:23]2([CH2:22][OH:21])[O:27][C@H:26]([CH2:28][OH:29])[C@@H:25]([OH:30])[C@@H:24]2[OH:31])[C@H:34]([OH:54])[C@@H:35]([OH:42])[C@@H:36]1[OH:41], predict the reactants needed to synthesize it. The reactants are: [Ca].[Mg].[CH3:3][C@:4]12[C@@H:13]3[CH2:14][CH2:15][C@@:16]4([O:21][C@@H:22]5[O:27][C@H:26]([CH2:28][OH:29])[C@@H:25]([OH:30])[C@H:24]([OH:31])[C@H:23]5[O:32][C@@H:33]5[O:38][C@H:37]([CH2:39][OH:40])[C@@H:36]([OH:41])[C@H:35]([O:42][C@@H:43]6[O:48][C@H:47]([CH2:49][OH:50])[C@@H:46]([OH:51])[C@H:45]([OH:52])[C@H:44]6[OH:53])[C@H:34]5[OH:54])[C:18]([CH2:20][C@@:12]3([CH2:17]4)[CH2:11][CH2:10][C@@H:9]1[C@@:8]([C:56]([O:58][C@@H:59]1[O:64][C@H:63]([CH2:65][OH:66])[C@@H:62]([OH:67])[C@H:61]([OH:68])[C@H:60]1[OH:69])=[O:57])([CH3:55])[CH2:7][CH2:6][CH2:5]2)=[CH2:19].C(O)[C@@H]([C@@H](CO)O)O. (3) The reactants are: [CH:1]1[C:14]2[C:13](=[O:15])[C:12]3[C:7](=[CH:8][CH:9]=[CH:10][CH:11]=3)[S:6][C:5]=2[CH:4]=[CH:3][CH:2]=1.[BH4-].[Na+]. Given the product [CH:11]1[C:12]2[CH:13]([OH:15])[C:14]3[C:5](=[CH:4][CH:3]=[CH:2][CH:1]=3)[S:6][C:7]=2[CH:8]=[CH:9][CH:10]=1, predict the reactants needed to synthesize it. (4) Given the product [Cl:10][C:11]1[C:16]([Cl:17])=[CH:15][CH:14]=[CH:13][C:12]=1[S:18]([NH:21][C:22]1[C:27]([O:9][CH2:8][C:7]2[C:2]([CH3:1])=[N:3][CH:4]=[CH:5][CH:6]=2)=[N:26][C:25]([Cl:29])=[CH:24][N:23]=1)(=[O:20])=[O:19], predict the reactants needed to synthesize it. The reactants are: [CH3:1][C:2]1[C:7]([CH2:8][OH:9])=[CH:6][CH:5]=[CH:4][N:3]=1.[Cl:10][C:11]1[C:16]([Cl:17])=[CH:15][CH:14]=[CH:13][C:12]=1[S:18]([NH:21][C:22]1[C:27](Cl)=[N:26][C:25]([Cl:29])=[CH:24][N:23]=1)(=[O:20])=[O:19]. (5) Given the product [CH3:32][C@@H:6]1[CH2:5][N:4]([CH2:1][CH2:2][CH3:3])[C@H:9]([CH3:10])[CH2:8][N:7]1[C@@H:11]([C:19]1[CH:20]=[CH:21][C:22]([C:23]([N:25]([CH2:26][CH3:27])[CH2:28][CH3:29])=[O:24])=[CH:30][CH:31]=1)[C:12]1[CH:17]=[CH:16][CH:15]=[C:14]([O:18][Si:44]([C:40]([CH3:43])([CH3:42])[CH3:41])([CH3:46])[CH3:45])[CH:13]=1, predict the reactants needed to synthesize it. The reactants are: [CH2:1]([N:4]1[C@H:9]([CH3:10])[CH2:8][N:7]([C@@H:11]([C:19]2[CH:31]=[CH:30][C:22]([C:23]([N:25]([CH2:28][CH3:29])[CH2:26][CH3:27])=[O:24])=[CH:21][CH:20]=2)[C:12]2[CH:17]=[CH:16][CH:15]=[C:14]([OH:18])[CH:13]=2)[C@H:6]([CH3:32])[CH2:5]1)[CH:2]=[CH2:3].C1(O)C=CC=CC=1.[C:40]([Si:44](Cl)([CH3:46])[CH3:45])([CH3:43])([CH3:42])[CH3:41].N1C=CN=C1. (6) Given the product [Cl:18][C:19]1[CH:24]=[CH:23][C:22]([C:2]2[C:10]3[N:9]4[CH2:11][CH2:12][NH:13][C:14](=[O:15])[C:8]4=[C:7]([CH3:16])[C:6]=3[CH:5]=[C:4]([F:17])[CH:3]=2)=[CH:21][C:20]=1[C:28]([F:29])([F:30])[F:31], predict the reactants needed to synthesize it. The reactants are: Br[C:2]1[C:10]2[N:9]3[CH2:11][CH2:12][NH:13][C:14](=[O:15])[C:8]3=[C:7]([CH3:16])[C:6]=2[CH:5]=[C:4]([F:17])[CH:3]=1.[Cl:18][C:19]1[CH:24]=[CH:23][C:22](B(O)O)=[CH:21][C:20]=1[C:28]([F:31])([F:30])[F:29].